This data is from Forward reaction prediction with 1.9M reactions from USPTO patents (1976-2016). The task is: Predict the product of the given reaction. (1) Given the reactants [C:1]([CH2:3][C:4]([OH:6])=O)#[N:2].[O-]S([O-])(=O)=O.[Mg+2].[CH2:13]([Li])[CH2:14][CH2:15][CH3:16].C1(CC(Cl)=O)CC1, predict the reaction product. The product is: [CH:15]1([CH2:16][C:4](=[O:6])[CH2:3][C:1]#[N:2])[CH2:13][CH2:14]1. (2) Given the reactants [CH3:1][N:2](C)[CH:3]([CH3:22])[CH2:4][C:5]([C:14]1[CH:19]=[CH:18][CH:17]=[C:16]([O:20][CH3:21])[CH:15]=1)([C:8]1[CH:13]=[CH:12][CH:11]=[CH:10][CH:9]=1)[C:6]#[N:7].Cl[C:25]([O:27][CH2:28][C:29]([Cl:32])([Cl:31])[Cl:30])=[O:26], predict the reaction product. The product is: [C:6]([C:5]([C:14]1[CH:19]=[CH:18][CH:17]=[C:16]([O:20][CH3:21])[CH:15]=1)([C:8]1[CH:13]=[CH:12][CH:11]=[CH:10][CH:9]=1)[CH2:4][CH:3]([N:2]([CH3:1])[C:25](=[O:26])[O:27][CH2:28][C:29]([Cl:32])([Cl:31])[Cl:30])[CH3:22])#[N:7]. (3) Given the reactants [F:1][C:2]([F:21])([F:20])[C:3]([N:5]1[CH2:10][CH2:9][CH:8]([NH:11][NH:12]C(OC(C)(C)C)=O)[CH2:7][CH2:6]1)=[O:4].[F:22][C:23]([F:28])([F:27])[C:24]([OH:26])=[O:25], predict the reaction product. The product is: [F:21][C:2]([F:1])([F:20])[C:3]([N:5]1[CH2:10][CH2:9][CH:8]([NH:11][NH2:12])[CH2:7][CH2:6]1)=[O:4].[F:22][C:23]([F:28])([F:27])[C:24]([O-:26])=[O:25]. (4) Given the reactants [F:1][C:2]1[CH:9]=[CH:8][C:5]([C:6]#[N:7])=[C:4]([C:10]([F:13])([F:12])[F:11])[CH:3]=1, predict the reaction product. The product is: [F:1][C:2]1[CH:9]=[CH:8][C:5]([CH2:6][NH2:7])=[C:4]([C:10]([F:11])([F:12])[F:13])[CH:3]=1.